Dataset: Full USPTO retrosynthesis dataset with 1.9M reactions from patents (1976-2016). Task: Predict the reactants needed to synthesize the given product. (1) Given the product [Si:1]([O:18][CH:19]1[CH2:24][CH:23]2[CH:21]([CH:22]2[C:25]2[N:39]([CH:36]([CH3:38])[CH3:37])[N:40]=[C:27]([C:28]([O:30][CH2:31][CH3:32])=[O:29])[CH:26]=2)[CH2:20]1)([C:14]([CH3:15])([CH3:17])[CH3:16])([C:8]1[CH:13]=[CH:12][CH:11]=[CH:10][CH:9]=1)[C:2]1[CH:3]=[CH:4][CH:5]=[CH:6][CH:7]=1, predict the reactants needed to synthesize it. The reactants are: [Si:1]([O:18][CH:19]1[CH2:24][CH:23]2[CH:21]([CH:22]2[C:25](=O)[CH2:26][C:27](=O)[C:28]([O:30][CH2:31][CH3:32])=[O:29])[CH2:20]1)([C:14]([CH3:17])([CH3:16])[CH3:15])([C:8]1[CH:13]=[CH:12][CH:11]=[CH:10][CH:9]=1)[C:2]1[CH:7]=[CH:6][CH:5]=[CH:4][CH:3]=1.Cl.[CH:36]([NH:39][NH2:40])([CH3:38])[CH3:37].C(N(CC)CC)C. (2) The reactants are: [Cl:1][C:2]1[C:3]([C:9]2[CH:14]=[CH:13][CH:12]=[C:11]([NH:15][CH2:16][CH:17]3[CH2:22][CH2:21][O:20][CH2:19][CH2:18]3)[N:10]=2)=[CH:4][C:5]([F:8])=[N:6][CH:7]=1.[Br:23]N1C(=O)CCC1=O. Given the product [Br:23][C:14]1[C:9]([C:3]2[C:2]([Cl:1])=[CH:7][N:6]=[C:5]([F:8])[CH:4]=2)=[N:10][C:11]([NH:15][CH2:16][CH:17]2[CH2:22][CH2:21][O:20][CH2:19][CH2:18]2)=[CH:12][CH:13]=1, predict the reactants needed to synthesize it. (3) Given the product [Br:1][C:2]1[CH:3]=[C:4]2[C:8](=[CH:9][CH:10]=1)[NH:7][C:6]1[CH2:11][N:12]([C:25]([O:24][C:21]([CH3:23])([CH3:22])[CH3:20])=[O:26])[CH2:13][CH2:14][C:5]2=1, predict the reactants needed to synthesize it. The reactants are: [Br:1][C:2]1[CH:3]=[C:4]2[C:8](=[CH:9][CH:10]=1)[NH:7][C:6]1[CH2:11][NH:12][CH2:13][CH2:14][C:5]2=1.C1COCC1.[CH3:20][C:21]([O:24][C:25](O[C:25]([O:24][C:21]([CH3:23])([CH3:22])[CH3:20])=[O:26])=[O:26])([CH3:23])[CH3:22]. (4) Given the product [CH:1]1([C:4]2[CH:39]=[CH:38][C:7]([CH2:8][N:9]3[C:13](=[O:14])[N:12]([CH2:15][CH3:16])[C:11]([CH2:17][CH2:18][CH2:19][C:20]4[CH:25]=[CH:24][C:23]([C:26]5[CH:31]=[CH:30][CH:29]=[C:28]([CH2:32][C:33]([OH:35])=[O:34])[CH:27]=5)=[CH:22][CH:21]=4)=[N:10]3)=[CH:6][CH:5]=2)[CH2:3][CH2:2]1, predict the reactants needed to synthesize it. The reactants are: [CH:1]1([C:4]2[CH:39]=[CH:38][C:7]([CH2:8][N:9]3[C:13](=[O:14])[N:12]([CH2:15][CH3:16])[C:11]([CH2:17][CH2:18][CH2:19][C:20]4[CH:25]=[CH:24][C:23]([C:26]5[CH:31]=[CH:30][CH:29]=[C:28]([CH2:32][C:33]([O:35]CC)=[O:34])[CH:27]=5)=[CH:22][CH:21]=4)=[N:10]3)=[CH:6][CH:5]=2)[CH2:3][CH2:2]1.O.[Li+].[OH-]. (5) The reactants are: [Br:1]N1C(=O)CCC1=O.[Cl:9][C:10]1[C:11]2[N:12]([C:24]([CH3:27])=[N:25][CH:26]=2)[C:13]([C:16]([NH:18][CH2:19][CH2:20][CH2:21][O:22][CH3:23])=[O:17])=[CH:14][N:15]=1. Given the product [Br:1][C:26]1[N:25]=[C:24]([CH3:27])[N:12]2[C:13]([C:16]([NH:18][CH2:19][CH2:20][CH2:21][O:22][CH3:23])=[O:17])=[CH:14][N:15]=[C:10]([Cl:9])[C:11]=12, predict the reactants needed to synthesize it. (6) Given the product [O:10]1[C:9]2[CH:8]=[CH:7][C:5]([NH:6][C:29]3[C:30]([CH3:33])=[C:31]([CH3:32])[C:26]([O:25][CH2:18][C:19]4[CH:24]=[CH:23][CH:22]=[CH:21][CH:20]=4)=[C:27]([CH3:35])[N:28]=3)=[CH:4][C:3]=2[O:2][CH2:1]1, predict the reactants needed to synthesize it. The reactants are: [CH2:1]1[O:10][C:9]2[CH:8]=[CH:7][C:5]([NH2:6])=[CH:4][C:3]=2[O:2]1.C1(C)C=CC=CC=1.[CH2:18]([O:25][C:26]1[C:27]([CH3:35])=[N:28][C:29](Br)=[C:30]([CH3:33])[C:31]=1[CH3:32])[C:19]1[CH:24]=[CH:23][CH:22]=[CH:21][CH:20]=1.CC([O-])(C)C.[Na+]. (7) Given the product [CH2:1]([O:8][C:9]1[CH:10]=[CH:11][C:12]([C:36]2[CH2:41][CH2:40][CH2:39][CH2:38][CH:37]=2)=[C:13]([C:15]2[CH2:19][C:18]([CH2:27][C:28]([O:30][C:31]([CH3:34])([CH3:33])[CH3:32])=[O:29])([C:20]([O:22][C:23]([CH3:26])([CH3:25])[CH3:24])=[O:21])[O:17][N:16]=2)[CH:14]=1)[C:2]1[CH:7]=[CH:6][CH:5]=[CH:4][CH:3]=1, predict the reactants needed to synthesize it. The reactants are: [CH2:1]([O:8][C:9]1[CH:10]=[CH:11][C:12](Br)=[C:13]([C:15]2[CH2:19][C:18]([CH2:27][C:28]([O:30][C:31]([CH3:34])([CH3:33])[CH3:32])=[O:29])([C:20]([O:22][C:23]([CH3:26])([CH3:25])[CH3:24])=[O:21])[O:17][N:16]=2)[CH:14]=1)[C:2]1[CH:7]=[CH:6][CH:5]=[CH:4][CH:3]=1.[C:36]1(B2OC(C)(C)C(C)(C)O2)[CH2:41][CH2:40][CH2:39][CH2:38][CH:37]=1.C(=O)([O-])[O-].[Cs+].[Cs+].COCCOC. (8) Given the product [CH3:11][C:5]1[C:4]2[C:8](=[CH:9][CH:10]=[C:2]([C:61]3[CH:62]=[C:63]([NH:67][CH:68]([C:75]4[CH:80]=[CH:79][CH:78]=[CH:77][CH:76]=4)[CH2:69][NH:70][S:71]([CH3:74])(=[O:72])=[O:73])[CH:64]=[N:65][CH:66]=3)[CH:3]=2)[NH:7][N:6]=1, predict the reactants needed to synthesize it. The reactants are: Br[C:2]1[CH:3]=[C:4]2[C:8](=[CH:9][CH:10]=1)[NH:7][N:6]=[C:5]2[CH3:11].B1(B2OC(C)(C)C(C)(C)O2)OC(C)(C)C(C)(C)O1.C(P(C12CC3CC(CC(C3)C1)C2)C12CC3CC(CC(C3)C1)C2)CCC.C([O-])(=O)C.[K+].Br[C:61]1[CH:62]=[C:63]([NH:67][CH:68]([C:75]2[CH:80]=[CH:79][CH:78]=[CH:77][CH:76]=2)[CH2:69][NH:70][S:71]([CH3:74])(=[O:73])=[O:72])[CH:64]=[N:65][CH:66]=1.C(=O)([O-])[O-].[K+].[K+]. (9) The reactants are: Br[C:2]1[N:6]2[CH:7]=[CH:8][N:9]=[C:10]([S:11][CH3:12])[C:5]2=[N:4][CH:3]=1.C(=O)([O-])[O-].[K+].[K+].[CH:19]1([NH:22][C:23]([C:25]2[CH:30]=[CH:29][C:28](B(O)O)=[CH:27][CH:26]=2)=[O:24])[CH2:21][CH2:20]1. Given the product [CH:19]1([NH:22][C:23](=[O:24])[C:25]2[CH:30]=[CH:29][C:28]([C:2]3[N:6]4[CH:7]=[CH:8][N:9]=[C:10]([S:11][CH3:12])[C:5]4=[N:4][CH:3]=3)=[CH:27][CH:26]=2)[CH2:20][CH2:21]1, predict the reactants needed to synthesize it. (10) Given the product [F:23][C:2]1([F:1])[O:6][C:5]2[CH:7]=[CH:8][C:9]([N:11]3[CH:15]=[C:14]([CH3:16])[S:13]/[C:12]/3=[N:17]\[C:18](=[O:22])[O:19][CH2:20][CH3:21])=[CH:10][C:4]=2[O:3]1, predict the reactants needed to synthesize it. The reactants are: [F:1][C:2]1([F:23])[O:6][C:5]2[CH:7]=[CH:8][C:9]([N:11]3[CH2:15][C:14](=[CH2:16])[S:13]/[C:12]/3=[N:17]\[C:18](=[O:22])[O:19][CH2:20][CH3:21])=[CH:10][C:4]=2[O:3]1.C[O-].[Na+].